This data is from NCI-60 drug combinations with 297,098 pairs across 59 cell lines. The task is: Regression. Given two drug SMILES strings and cell line genomic features, predict the synergy score measuring deviation from expected non-interaction effect. (1) Drug 1: CN(C)C1=NC(=NC(=N1)N(C)C)N(C)C. Drug 2: CC1=C(C=C(C=C1)C(=O)NC2=CC(=CC(=C2)C(F)(F)F)N3C=C(N=C3)C)NC4=NC=CC(=N4)C5=CN=CC=C5. Cell line: OVCAR-4. Synergy scores: CSS=-8.11, Synergy_ZIP=2.71, Synergy_Bliss=-1.79, Synergy_Loewe=-5.32, Synergy_HSA=-5.35. (2) Drug 1: CS(=O)(=O)CCNCC1=CC=C(O1)C2=CC3=C(C=C2)N=CN=C3NC4=CC(=C(C=C4)OCC5=CC(=CC=C5)F)Cl. Drug 2: C(CCl)NC(=O)N(CCCl)N=O. Cell line: HCC-2998. Synergy scores: CSS=-5.73, Synergy_ZIP=1.14, Synergy_Bliss=-4.18, Synergy_Loewe=-4.67, Synergy_HSA=-10.0.